This data is from Forward reaction prediction with 1.9M reactions from USPTO patents (1976-2016). The task is: Predict the product of the given reaction. (1) Given the reactants [BH4-].[Na+].[C:3]([C:11]1[CH:12]=[C:13]([CH:28]=[CH:29][CH:30]=1)[C:14]([NH:16][C:17]1[CH:26]=[CH:25][C:24]([Br:27])=[CH:23][C:18]=1[C:19]([O:21]C)=[O:20])=[O:15])(=[O:10])[C:4]1[CH:9]=[CH:8][CH:7]=[CH:6][CH:5]=1.[OH-].[Na+].Cl, predict the reaction product. The product is: [Br:27][C:24]1[CH:25]=[CH:26][C:17]([NH:16][C:14](=[O:15])[C:13]2[CH:28]=[CH:29][CH:30]=[C:11]([CH:3]([OH:10])[C:4]3[CH:9]=[CH:8][CH:7]=[CH:6][CH:5]=3)[CH:12]=2)=[C:18]([CH:23]=1)[C:19]([OH:21])=[O:20]. (2) Given the reactants Cl[C:2]1[CH:7]=[CH:6][N:5]=[C:4]([NH2:8])[CH:3]=1.[NH:9]([CH3:11])[CH3:10], predict the reaction product. The product is: [CH3:10][N:9]([CH3:11])[C:2]1[CH:7]=[CH:6][N:5]=[C:4]([NH2:8])[CH:3]=1. (3) The product is: [C:1]([O:5][C:6](=[O:14])[NH:7][C:8]1([C:11](=[S:24])[NH2:12])[CH2:10][CH2:9]1)([CH3:4])([CH3:3])[CH3:2]. Given the reactants [C:1]([O:5][C:6](=[O:14])[NH:7][C:8]1([C:11](=O)[NH2:12])[CH2:10][CH2:9]1)([CH3:4])([CH3:3])[CH3:2].COC1C=CC(P2(SP(C3C=CC(OC)=CC=3)(=S)S2)=[S:24])=CC=1, predict the reaction product.